Dataset: Reaction yield outcomes from USPTO patents with 853,638 reactions. Task: Predict the reaction yield, written as a fraction of the theoretical maximum amount of product (1.0 means a 100% yield; for example, 0.34 means a 34% yield). (1) The reactants are [NH2:1][CH:2]([CH2:6][CH2:7][CH2:8][C:9]1[CH:14]=[CH:13][C:12]([N+:15]([O-:17])=[O:16])=[CH:11][CH:10]=1)[C:3]([OH:5])=[O:4].Cl.[CH3:19]O. No catalyst specified. The product is [CH3:19][O:4][C:3](=[O:5])[CH:2]([NH2:1])[CH2:6][CH2:7][CH2:8][C:9]1[CH:14]=[CH:13][C:12]([N+:15]([O-:17])=[O:16])=[CH:11][CH:10]=1. The yield is 0.980. (2) The reactants are [Cl:1][C:2]1[NH:6][N:5]=[C:4]([CH3:7])[CH:3]=1.[OH2:8].[O-:9][Mn](=O)(=O)=O.[K+]. The catalyst is C(O)(C)(C)C. The product is [Cl:1][C:2]1[NH:6][N:5]=[C:4]([C:7]([OH:9])=[O:8])[CH:3]=1. The yield is 0.670. (3) The reactants are B(F)(F)[F:2].[CH2:5]([O:7][P:8]([N:13]1[CH:19]2[CH:14]1[CH2:15][CH2:16][N:17]([C:20]([O:22][CH2:23][C:24]1[CH:29]=[CH:28][CH:27]=[CH:26][CH:25]=1)=[O:21])[CH2:18]2)([O:10][CH2:11][CH3:12])=[O:9])[CH3:6]. The catalyst is C(Cl)Cl. The product is [CH2:5]([O:7][P:8]([NH:13][C@H:19]1[C@H:14]([F:2])[CH2:15][CH2:16][N:17]([C:20]([O:22][CH2:23][C:24]2[CH:29]=[CH:28][CH:27]=[CH:26][CH:25]=2)=[O:21])[CH2:18]1)([O:10][CH2:11][CH3:12])=[O:9])[CH3:6]. The yield is 0.170. (4) The reactants are [C:1]([O:5][C:6]([N:8]1[CH2:12][C@H:11]([OH:13])[CH2:10][C@H:9]1[C:14]([N:16]1[CH2:22][CH2:21][CH2:20][N:19]([CH:23]2[CH2:26][CH2:25][CH2:24]2)[CH2:18][CH2:17]1)=[O:15])=[O:7])([CH3:4])([CH3:3])[CH3:2].[H-].[Na+].Br[CH:30]([CH3:32])[CH3:31]. The catalyst is CN(C=O)C. The product is [C:1]([O:5][C:6]([N:8]1[CH2:12][C@H:11]([O:13][CH:30]([CH3:32])[CH3:31])[CH2:10][C@H:9]1[C:14]([N:16]1[CH2:22][CH2:21][CH2:20][N:19]([CH:23]2[CH2:24][CH2:25][CH2:26]2)[CH2:18][CH2:17]1)=[O:15])=[O:7])([CH3:4])([CH3:2])[CH3:3]. The yield is 0.0800. (5) The reactants are [NH2:1][C:2]1[CH:16]=[CH:15][CH:14]=[CH:13][C:3]=1[C:4]([NH:6][C:7]1[CH:12]=[CH:11][CH:10]=[CH:9][N:8]=1)=[O:5].[CH2:17](OC(OCC)(OCC)C)[CH3:18]. The catalyst is O. The product is [CH3:17][C:18]1[N:6]([C:7]2[CH:12]=[CH:11][CH:10]=[CH:9][N:8]=2)[C:4](=[O:5])[C:3]2[C:2](=[CH:16][CH:15]=[CH:14][CH:13]=2)[N:1]=1. The yield is 0.750. (6) The reactants are [CH2:1]([O:3][C:4](=[O:22])[C:5]([N:19]=[N+]=[N-])=[CH:6][C:7]1[O:8][C:9]([C:12]2[CH:17]=[CH:16][C:15]([Cl:18])=[CH:14][CH:13]=2)=[CH:10][CH:11]=1)[CH3:2]. The catalyst is CC1C=CC(C)=CC=1. The product is [CH2:1]([O:3][C:4]([C:5]1[NH:19][C:11]2[CH:10]=[C:9]([C:12]3[CH:17]=[CH:16][C:15]([Cl:18])=[CH:14][CH:13]=3)[O:8][C:7]=2[CH:6]=1)=[O:22])[CH3:2]. The yield is 0.780. (7) The reactants are [Cl:1][C:2]1[N:10]([CH2:11][CH:12]=[CH2:13])[C:9]2[C:8](=[O:14])[NH:7][C:6](=[O:15])[NH:5][C:4]=2[N:3]=1.C(=O)([O-])[O-].[Na+].[Na+].[CH3:22][O:23][CH2:24][CH2:25][O:26][CH2:27]Cl. The catalyst is CN(C=O)C. The product is [Cl:1][C:2]1[N:10]([CH2:11][CH:12]=[CH2:13])[C:9]2[C:8](=[O:14])[NH:7][C:6](=[O:15])[N:5]([CH2:22][O:23][CH2:24][CH2:25][O:26][CH3:27])[C:4]=2[N:3]=1. The yield is 0.240.